This data is from Aqueous solubility values for 9,982 compounds from the AqSolDB database. The task is: Regression/Classification. Given a drug SMILES string, predict its absorption, distribution, metabolism, or excretion properties. Task type varies by dataset: regression for continuous measurements (e.g., permeability, clearance, half-life) or binary classification for categorical outcomes (e.g., BBB penetration, CYP inhibition). For this dataset (solubility_aqsoldb), we predict Y. (1) The drug is CC(=O)Nc1ccc(C)cc1. The Y is -2.09 log mol/L. (2) The molecule is CN(C)C(=O)NC1CC2CC1C1CCCC21. The Y is -3.01 log mol/L. (3) The molecule is CC1OC(=O)C(C)OC1=O. The Y is -0.936 log mol/L. (4) The drug is CCC(=O)[O-].CCC(=O)[O-].[Ca+2]. The Y is -0.477 log mol/L. (5) The molecule is CCCN(CCC)C(=O)SCc1ccccc1. The Y is -4.28 log mol/L. (6) The molecule is Clc1cc(Cl)c(Cl)c(Oc2ccc(Cl)c(Cl)c2)c1. The Y is -7.83 log mol/L.